The task is: Predict the product of the given reaction.. This data is from Forward reaction prediction with 1.9M reactions from USPTO patents (1976-2016). (1) The product is: [CH:18]1([C:16]([NH:15][C:13]2[N:14]=[C:9]3[CH:8]=[CH:7][C:6]([O:5][C:4]4[CH:3]=[C:2]([NH:1][C:30]([C:29]5[N:25]([CH3:24])[N:26]=[C:27]([CH3:33])[CH:28]=5)=[O:31])[CH:23]=[CH:22][CH:21]=4)=[N:11][N:10]3[CH:12]=2)=[O:17])[CH2:20][CH2:19]1. Given the reactants [NH2:1][C:2]1[CH:3]=[C:4]([CH:21]=[CH:22][CH:23]=1)[O:5][C:6]1[CH:7]=[CH:8][C:9]2[N:10]([CH:12]=[C:13]([NH:15][C:16]([CH:18]3[CH2:20][CH2:19]3)=[O:17])[N:14]=2)[N:11]=1.[CH3:24][N:25]1[C:29]([C:30](Cl)=[O:31])=[CH:28][C:27]([CH3:33])=[N:26]1.O, predict the reaction product. (2) Given the reactants [Li+].[BH4-].[Cl:3][C:4]1[S:33][C:7]2[NH:8][C:9]([C:11]([NH:13][C@@H:14]3[CH2:22][C:21]4[C:16](=[CH:17][CH:18]=[CH:19][CH:20]=4)[C@H:15]3[N:23]([CH3:32])[C:24](=[O:31])[CH2:25][C:26](OCC)=[O:27])=[O:12])=[CH:10][C:6]=2[CH:5]=1, predict the reaction product. The product is: [Cl:3][C:4]1[S:33][C:7]2[NH:8][C:9]([C:11]([NH:13][C@@H:14]3[CH2:22][C:21]4[C:16](=[CH:17][CH:18]=[CH:19][CH:20]=4)[C@H:15]3[N:23]([C:24](=[O:31])[CH2:25][CH2:26][OH:27])[CH3:32])=[O:12])=[CH:10][C:6]=2[CH:5]=1. (3) The product is: [C:7]([O:10][CH2:11][C:12]1[CH:17]=[CH:16][C:15]([C:18]2[CH2:38][C:37]([C:35]3[CH:36]=[C:31]([C:30]([F:29])([F:47])[F:48])[N:32]=[C:33]([C:43]([F:46])([F:44])[F:45])[CH:34]=3)([C:39]([F:42])([F:41])[F:40])[CH2:20][N:19]=2)=[CH:14][C:13]=1[Br:26])(=[O:9])[CH3:8]. Given the reactants CC([O-])(C)C.[K+].[C:7]([O:10][CH2:11][C:12]1[CH:17]=[CH:16][C:15]([C:18](=S)[NH:19][CH2:20][Si](C)(C)C)=[CH:14][C:13]=1[Br:26])(=[O:9])[CH3:8].IC.[F:29][C:30]([F:48])([F:47])[C:31]1[CH:36]=[C:35]([C:37]([C:39]([F:42])([F:41])[F:40])=[CH2:38])[CH:34]=[C:33]([C:43]([F:46])([F:45])[F:44])[N:32]=1.[N+](CCCC)(CCCC)(CCCC)CCCC.[F-], predict the reaction product. (4) The product is: [F:1][C:2]([C:5]1[N:6]=[C:7]([CH2:10][N:11]2[N:15]=[C:14]([NH:16][C:29]([C:25]3[N:26]=[CH:27][O:28][C:24]=3[C:20]3[CH:21]=[CH:22][CH:23]=[C:18]([Cl:17])[CH:19]=3)=[O:30])[CH:13]=[N:12]2)[S:8][CH:9]=1)([F:4])[CH3:3]. Given the reactants [F:1][C:2]([C:5]1[N:6]=[C:7]([CH2:10][N:11]2[N:15]=[C:14]([NH2:16])[CH:13]=[N:12]2)[S:8][CH:9]=1)([F:4])[CH3:3].[Cl:17][C:18]1[CH:19]=[C:20]([C:24]2[O:28][CH:27]=[N:26][C:25]=2[C:29](O)=[O:30])[CH:21]=[CH:22][CH:23]=1, predict the reaction product. (5) Given the reactants [CH2:1]([O:3][C:4](=[O:26])[CH2:5][CH:6]1[O:10][B:9]([OH:11])[C:8]2[CH:12]=[C:13]([O:17][C:18]3[C:23]([C:24]#[N:25])=[N:22][CH:21]=[CH:20][N:19]=3)[CH:14]=[C:15]([CH3:16])[C:7]1=2)[CH3:2], predict the reaction product. The product is: [CH2:1]([O:3][C:4](=[O:26])[CH2:5][CH:6]1[O:10][B:9]([OH:11])[C:8]2[CH:12]=[C:13]([O:17][C:18]3[C:23]([CH2:24][NH2:25])=[N:22][CH:21]=[CH:20][N:19]=3)[CH:14]=[C:15]([CH3:16])[C:7]1=2)[CH3:2]. (6) Given the reactants [O:1]1[C:5]2([CH2:10][CH2:9][CH:8]([C:11]([O:13][CH2:14][CH3:15])=[O:12])[CH2:7][CH2:6]2)OCC1.[Li+].CC([N-][CH:21]([CH3:23])[CH3:22])C.Cl[CH2:25][O:26][CH2:27]C1C=CC=CC=1.O=[N+]([O-])[O-].[O-][N+](=O)[O-].[O-][N+](=O)[O-].[O-][N+](=O)[O-].[O-][N+](=O)[O-].[O-][N+](=O)[O-].[Ce+4].[NH4+].[NH4+].[CH2:61]1[CH2:65]OC[CH2:62]1, predict the reaction product. The product is: [CH2:25]([O:26][CH2:27][C:8]1([C:11]([O:13][CH2:14][CH3:15])=[O:12])[CH2:7][CH2:6][C:5](=[O:1])[CH2:10][CH2:9]1)[C:22]1[CH:21]=[CH:23][CH:65]=[CH:61][CH:62]=1. (7) Given the reactants C([O:8][C:9]1[CH:10]=[C:11]2[C:16](=[CH:17][CH:18]=1)[CH2:15][N:14]([CH2:19][C:20]([N:22]1[CH2:27][CH2:26][N:25]([CH:28]3[CH2:31][CH2:30][CH2:29]3)[CH2:24][CH2:23]1)=[O:21])[CH2:13][CH2:12]2)C1C=CC=CC=1, predict the reaction product. The product is: [CH:28]1([N:25]2[CH2:24][CH2:23][N:22]([C:20](=[O:21])[CH2:19][N:14]3[CH2:13][CH2:12][C:11]4[C:16](=[CH:17][CH:18]=[C:9]([OH:8])[CH:10]=4)[CH2:15]3)[CH2:27][CH2:26]2)[CH2:31][CH2:30][CH2:29]1. (8) Given the reactants Br[C:2]1[CH:10]=[CH:9][CH:8]=[C:7]2[C:3]=1[C:4]([O:11][C@@H:12]1[O:38][C@H:37]([CH2:39][O:40][C:41](=[O:46])[C:42]([CH3:45])([CH3:44])[CH3:43])[C@@H:29]([O:30][C:31](=[O:36])[C:32]([CH3:35])([CH3:34])[CH3:33])[C@H:21]([O:22][C:23](=[O:28])[C:24]([CH3:27])([CH3:26])[CH3:25])[C@H:13]1[O:14][C:15](=[O:20])[C:16]([CH3:19])([CH3:18])[CH3:17])=[N:5][NH:6]2.[CH3:47][Si:48]([C:51]#[CH:52])([CH3:50])[CH3:49], predict the reaction product. The product is: [CH3:47][Si:48]([CH3:50])([CH3:49])[C:51]#[C:52][C:2]1[CH:10]=[CH:9][CH:8]=[C:7]2[C:3]=1[C:4]([O:11][C@@H:12]1[O:38][C@H:37]([CH2:39][O:40][C:41](=[O:46])[C:42]([CH3:45])([CH3:44])[CH3:43])[C@@H:29]([O:30][C:31](=[O:36])[C:32]([CH3:33])([CH3:34])[CH3:35])[C@H:21]([O:22][C:23](=[O:28])[C:24]([CH3:25])([CH3:26])[CH3:27])[C@H:13]1[O:14][C:15](=[O:20])[C:16]([CH3:19])([CH3:18])[CH3:17])=[N:5][NH:6]2. (9) Given the reactants [C:1]([O:5][C:6]([N:8]1[CH2:13][CH2:12][CH:11]([C:14]#[N:15])[CH2:10][CH2:9]1)=[O:7])([CH3:4])([CH3:3])[CH3:2].[N-:16]=[N+:17]=[N-:18].[Na+].[Cl-].[NH4+], predict the reaction product. The product is: [C:1]([O:5][C:6]([N:8]1[CH2:13][CH2:12][CH:11]([C:14]2[NH:18][N:17]=[N:16][N:15]=2)[CH2:10][CH2:9]1)=[O:7])([CH3:4])([CH3:2])[CH3:3].